Dataset: Forward reaction prediction with 1.9M reactions from USPTO patents (1976-2016). Task: Predict the product of the given reaction. (1) Given the reactants [C:1]([N:5]1[C:26](=[O:27])[N:8]2[CH:9]=[C:10]([C:17]3[CH:18]=[C:19]([CH:23]=[CH:24][CH:25]=3)[C:20]([OH:22])=O)[N:11]=[C:12]([NH:13][CH:14]([CH3:16])[CH3:15])[C:7]2=[N:6]1)([CH3:4])([CH3:3])[CH3:2].[CH2:28]([NH2:36])[CH2:29][C:30]1[CH:35]=[CH:34][CH:33]=[CH:32][CH:31]=1.C(N(CC)CC)C.CCCP1(OP(CCC)(=O)OP(CCC)(=O)O1)=O, predict the reaction product. The product is: [C:1]([N:5]1[C:26](=[O:27])[N:8]2[CH:9]=[C:10]([C:17]3[CH:18]=[C:19]([CH:23]=[CH:24][CH:25]=3)[C:20]([NH:36][CH2:28][CH2:29][C:30]3[CH:35]=[CH:34][CH:33]=[CH:32][CH:31]=3)=[O:22])[N:11]=[C:12]([NH:13][CH:14]([CH3:16])[CH3:15])[C:7]2=[N:6]1)([CH3:4])([CH3:3])[CH3:2]. (2) Given the reactants [NH2:1][C:2]1[CH:3]=[C:4]2[C:10](=[CH:11][CH:12]=1)[CH:9]1[CH2:13][CH2:14][CH:5]2[CH2:6][N:7]([C:15](=[O:20])[C:16]([F:19])([F:18])[F:17])[CH2:8]1.Cl[C:22]1[N:27]=[C:26]([NH:28][C:29]2[CH:34]=[CH:33][CH:32]=[CH:31][C:30]=2[S:35]([NH:38][CH3:39])(=[O:37])=[O:36])[C:25]([Cl:40])=[CH:24][N:23]=1, predict the reaction product. The product is: [Cl:40][C:25]1[C:26]([NH:28][C:29]2[CH:34]=[CH:33][CH:32]=[CH:31][C:30]=2[S:35]([NH:38][CH3:39])(=[O:37])=[O:36])=[N:27][C:22]([NH:1][C:2]2[CH:3]=[C:4]3[C:10](=[CH:11][CH:12]=2)[CH:9]2[CH2:13][CH2:14][CH:5]3[CH2:6][N:7]([C:15](=[O:20])[C:16]([F:19])([F:17])[F:18])[CH2:8]2)=[N:23][CH:24]=1. (3) Given the reactants O=P(Cl)(Cl)Cl.[CH2:6]([N:13]1[C:21]2[C:16](=[CH:17][CH:18]=[C:19]([O:22][CH3:23])[CH:20]=2)[CH:15]=[C:14]1[CH:24]([CH3:26])[CH3:25])[C:7]1[CH:12]=[CH:11][CH:10]=[CH:9][CH:8]=1.CN([CH:30]=[O:31])C, predict the reaction product. The product is: [CH2:6]([N:13]1[C:21]2[C:16](=[CH:17][CH:18]=[C:19]([O:22][CH3:23])[CH:20]=2)[C:15]([CH:30]=[O:31])=[C:14]1[CH:24]([CH3:26])[CH3:25])[C:7]1[CH:8]=[CH:9][CH:10]=[CH:11][CH:12]=1. (4) Given the reactants Br[C:2]1[C:10]2[N:9]3[CH2:11][CH2:12][NH:13][C:14](=[O:15])[C:8]3=[CH:7][C:6]=2[CH:5]=[C:4]([F:16])[CH:3]=1.[C:17]1(B(O)O)[CH:22]=[CH:21][CH:20]=[CH:19][CH:18]=1, predict the reaction product. The product is: [F:16][C:4]1[CH:3]=[C:2]([C:17]2[CH:22]=[CH:21][CH:20]=[CH:19][CH:18]=2)[C:10]2[N:9]3[CH2:11][CH2:12][NH:13][C:14](=[O:15])[C:8]3=[CH:7][C:6]=2[CH:5]=1. (5) Given the reactants [C:1]([OH:8])(=[O:7])[CH2:2][CH2:3][C:4]([OH:6])=[O:5].O[CH2:10][CH:11]1[CH2:16][CH:15]2[CH2:17][CH:12]1[CH2:13][CH2:14]2, predict the reaction product. The product is: [C:1]([O:8][CH2:10][CH:11]1[CH2:16][CH:15]2[CH2:17][CH:12]1[CH2:13][CH2:14]2)(=[O:7])[CH2:2][CH2:3][C:4]([O:6][CH2:10][CH:11]1[CH2:16][CH:15]2[CH2:17][CH:12]1[CH2:13][CH2:14]2)=[O:5]. (6) Given the reactants [NH2:1][C:2]1[CH:7]=[CH:6][CH:5]=[CH:4][C:3]=1[NH:8][C:9](=[O:28])[C:10]1[CH:15]=[CH:14][C:13]([CH2:16][N:17]2[CH2:25][C:24]3[C:19](=[CH:20][CH:21]=[CH:22][C:23]=3Br)[C:18]2=[O:27])=[CH:12][CH:11]=1.[C:29]([C:33]1[CH:38]=[CH:37][C:36](B(O)O)=[CH:35][CH:34]=1)([CH3:32])([CH3:31])[CH3:30], predict the reaction product. The product is: [C:29]([C:33]1[CH:38]=[CH:37][C:36]([C:23]2[CH:22]=[CH:21][CH:20]=[C:19]3[C:24]=2[CH2:25][N:17]([CH2:16][C:13]2[CH:14]=[CH:15][C:10]([C:9]([NH:8][C:3]4[CH:4]=[CH:5][CH:6]=[CH:7][C:2]=4[NH2:1])=[O:28])=[CH:11][CH:12]=2)[C:18]3=[O:27])=[CH:35][CH:34]=1)([CH3:32])([CH3:31])[CH3:30].